This data is from Full USPTO retrosynthesis dataset with 1.9M reactions from patents (1976-2016). The task is: Predict the reactants needed to synthesize the given product. Given the product [NH2:1][C:2]1[N:7]([C:8]2[CH:13]=[CH:12][CH:11]=[C:10]([CH2:14][CH3:15])[CH:9]=2)[C:6](=[S:16])[NH:5][C:4](=[O:17])[C:3]=1[N:18]=[O:19], predict the reactants needed to synthesize it. The reactants are: [NH2:1][C:2]1[N:7]([C:8]2[CH:13]=[CH:12][CH:11]=[C:10]([CH2:14][CH3:15])[CH:9]=2)[C:6](=[S:16])[NH:5][C:4](=[O:17])[CH:3]=1.[N:18]([O-])=[O:19].[Na+].